This data is from Full USPTO retrosynthesis dataset with 1.9M reactions from patents (1976-2016). The task is: Predict the reactants needed to synthesize the given product. (1) Given the product [F:21][CH:20]([F:22])[O:19][C:6]1[C:7]([C:9]2[CH:10]=[N:11][C:12]([C:15]([F:18])([F:17])[F:16])=[N:13][CH:14]=2)=[CH:8][C:3]([CH2:2][NH2:23])=[N:4][CH:5]=1, predict the reactants needed to synthesize it. The reactants are: Br[CH2:2][C:3]1[CH:8]=[C:7]([C:9]2[CH:10]=[N:11][C:12]([C:15]([F:18])([F:17])[F:16])=[N:13][CH:14]=2)[C:6]([O:19][CH:20]([F:22])[F:21])=[CH:5][N:4]=1.[NH3:23]. (2) Given the product [CH:30]1([C:29]2[C:24]([N:21]3[CH2:20][CH2:19][N:18]([C:16]([C:13]4[CH:14]=[CH:15][C:10]([N:4]5[CH2:3][C@H:2]([CH3:1])[CH2:6][S:5]5(=[O:8])=[O:7])=[CH:11][C:12]=4[F:37])=[O:17])[CH2:23][CH2:22]3)=[N:25][CH:26]=[C:27]([C:33]([F:35])([F:36])[F:34])[CH:28]=2)[CH2:32][CH2:31]1, predict the reactants needed to synthesize it. The reactants are: [CH3:1][C@@H:2]1[CH2:6][S:5](=[O:8])(=[O:7])[NH:4][CH2:3]1.Br[C:10]1[CH:15]=[CH:14][C:13]([C:16]([N:18]2[CH2:23][CH2:22][N:21]([C:24]3[C:29]([CH:30]4[CH2:32][CH2:31]4)=[CH:28][C:27]([C:33]([F:36])([F:35])[F:34])=[CH:26][N:25]=3)[CH2:20][CH2:19]2)=[O:17])=[C:12]([F:37])[CH:11]=1. (3) Given the product [F:1][C:2]1[CH:8]=[CH:7][C:6]([O:9][CH3:10])=[C:5]2[C:3]=1[N:4]=[C:22]([CH3:17])[CH:13]=[CH:14]2, predict the reactants needed to synthesize it. The reactants are: [F:1][C:2]1[CH:8]=[CH:7][C:6]([O:9][CH3:10])=[CH:5][C:3]=1[NH2:4].Cl.Cl[C:13]1[CH:14]=CC(OC)=[C:17]2[C:22]=1N=C(C)C=C2.COC1C=CC=C2C=1CC[C@H](C)N2.C(=O)([O-])[O-].[K+].[K+].